Predict which catalyst facilitates the given reaction. From a dataset of Catalyst prediction with 721,799 reactions and 888 catalyst types from USPTO. Reactant: C([O:3][C:4](=[O:35])[CH2:5][N:6]1[C:14]2[C:9](=[CH:10][C:11]([O:15][CH2:16][C:17]3[S:21][C:20]([C:22]4[CH:27]=[CH:26][C:25]([C:28]([F:31])([F:30])[F:29])=[CH:24][CH:23]=4)=[N:19][C:18]=3[CH2:32][CH2:33][CH3:34])=[CH:12][CH:13]=2)[CH:8]=[CH:7]1)C.[OH-].[Na+]. Product: [CH2:32]([C:18]1[N:19]=[C:20]([C:22]2[CH:23]=[CH:24][C:25]([C:28]([F:29])([F:31])[F:30])=[CH:26][CH:27]=2)[S:21][C:17]=1[CH2:16][O:15][C:11]1[CH:10]=[C:9]2[C:14](=[CH:13][CH:12]=1)[N:6]([CH2:5][C:4]([OH:35])=[O:3])[CH:7]=[CH:8]2)[CH2:33][CH3:34]. The catalyst class is: 8.